Dataset: Forward reaction prediction with 1.9M reactions from USPTO patents (1976-2016). Task: Predict the product of the given reaction. (1) Given the reactants Cl.[F:2][C:3]([F:28])([F:27])[O:4][C:5]1[CH:10]=[CH:9][C:8]([C:11]2[CH:16]=[CH:15][CH:14]=[C:13]([C@H:17]3[CH2:21][C:20]4([CH2:26][CH2:25][NH:24][CH2:23][CH2:22]4)[O:19][CH2:18]3)[CH:12]=2)=[CH:7][CH:6]=1.C(=O)(O)[O-].[Na+].Cl[C:35]([O:37][C:38]1[CH:43]=[CH:42][C:41]([N+:44]([O-:46])=[O:45])=[CH:40][CH:39]=1)=[O:36], predict the reaction product. The product is: [F:28][C:3]([F:2])([F:27])[O:4][C:5]1[CH:10]=[CH:9][C:8]([C:11]2[CH:16]=[CH:15][CH:14]=[C:13]([C@H:17]3[CH2:21][C:20]4([CH2:22][CH2:23][N:24]([C:35]([O:37][C:38]5[CH:39]=[CH:40][C:41]([N+:44]([O-:46])=[O:45])=[CH:42][CH:43]=5)=[O:36])[CH2:25][CH2:26]4)[O:19][CH2:18]3)[CH:12]=2)=[CH:7][CH:6]=1. (2) Given the reactants [CH2:1]1[C:9]2[C:4](=[CH:5][CH:6]=[CH:7][CH:8]=2)[CH2:3][C:2]1=O.[C-:11]#[N:12].[Na+].[C:14](=[O:17])([O-])[O-].[NH4+:18].[NH4+].[OH2:20], predict the reaction product. The product is: [CH2:3]1[C:2]2([NH:18][C:14](=[O:17])[NH:12][C:11]2=[O:20])[CH2:1][C:9]2[C:4]1=[CH:5][CH:6]=[CH:7][CH:8]=2.